Dataset: Reaction yield outcomes from USPTO patents with 853,638 reactions. Task: Predict the reaction yield, written as a fraction of the theoretical maximum amount of product (1.0 means a 100% yield; for example, 0.34 means a 34% yield). (1) The reactants are Br[C:2]1[CH:3]=[C:4]2[C:8](=[C:9]([C:11]([NH:13][CH2:14][C:15]3[C:16](=[O:23])[NH:17][C:18]([CH3:22])=[CH:19][C:20]=3[CH3:21])=[O:12])[CH:10]=1)[N:7]([CH3:24])[CH:6]=[C:5]2[CH:25]([CH3:27])[CH3:26].C(N(CC)CC)C.N#N. The catalyst is C(O)C.O1CCCC1.C(Cl)Cl.C(Cl)(Cl)Cl. The product is [NH3:7].[CH3:11][OH:12].[CH3:21][C:20]1[CH:19]=[C:18]([CH3:22])[NH:17][C:16](=[O:23])[C:15]=1[CH2:14][NH:13][C:11]([C:9]1[CH:10]=[CH:2][CH:3]=[C:4]2[C:8]=1[N:7]([CH3:24])[CH:6]=[C:5]2[CH:25]([CH3:27])[CH3:26])=[O:12]. The yield is 0.100. (2) The yield is 0.950. The catalyst is C(O)(=O)C.[Pd]. The reactants are [CH3:1][C:2]1[N:7]=[C:6]([N+:8]([O-])=O)[C:5]([OH:11])=[CH:4][CH:3]=1. The product is [NH2:8][C:6]1[C:5]([OH:11])=[CH:4][CH:3]=[C:2]([CH3:1])[N:7]=1. (3) The reactants are CO.[C:3]([O:7][C:8]([NH:10][C@@H:11]([CH2:28][C:29]1[CH:34]=[CH:33][C:32]([O:35]CC2C=CC=CC=2)=[C:31]([O:43]CC2C=CC=CC=2)[CH:30]=1)[C:12]([O:14][C@H:15]([CH3:27])[C@H:16]([O:18][C:19]([C:21]1[CH:26]=[CH:25][CH:24]=[CH:23][CH:22]=1)=[O:20])[CH3:17])=[O:13])=[O:9])([CH3:6])([CH3:5])[CH3:4].[H][H].C(OCC)(=O)C. The catalyst is O1CCCC1.CCCCCC.[Pd]. The product is [OH:43][C:31]1[CH:30]=[C:29]([CH2:28][C@H:11]([NH:10][C:8]([O:7][C:3]([CH3:5])([CH3:4])[CH3:6])=[O:9])[C:12]([O:14][C@H:15]([CH3:27])[C@H:16]([O:18][C:19]([C:21]2[CH:22]=[CH:23][CH:24]=[CH:25][CH:26]=2)=[O:20])[CH3:17])=[O:13])[CH:34]=[CH:33][C:32]=1[OH:35]. The yield is 0.950. (4) The reactants are [CH:1]1([CH2:7][C:8]2[N:9]=[C:10]([C:27]([O:29]CC)=O)[S:11][C:12]=2[C:13]2[CH:18]=[C:17]([C:19]([CH3:22])([CH3:21])[CH3:20])[CH:16]=[C:15]([C:23]([CH3:26])([CH3:25])[CH3:24])[CH:14]=2)[CH2:6][CH2:5][CH2:4][CH2:3][CH2:2]1.[NH3:32]. The catalyst is CO. The product is [CH:1]1([CH2:7][C:8]2[N:9]=[C:10]([C:27]([NH2:32])=[O:29])[S:11][C:12]=2[C:13]2[CH:18]=[C:17]([C:19]([CH3:21])([CH3:20])[CH3:22])[CH:16]=[C:15]([C:23]([CH3:26])([CH3:24])[CH3:25])[CH:14]=2)[CH2:2][CH2:3][CH2:4][CH2:5][CH2:6]1. The yield is 0.520. (5) The reactants are [N:1]1[C:10]2[C:5](=[CH:6][CH:7]=[CH:8][C:9]=2[O:11][CH:12]([CH3:18])[C:13]([O:15]CC)=[O:14])[CH:4]=[CH:3][CH:2]=1.[OH-].[Na+]. The catalyst is CCO.O. The product is [N:1]1[C:10]2[C:5](=[CH:6][CH:7]=[CH:8][C:9]=2[O:11][CH:12]([CH3:18])[C:13]([OH:15])=[O:14])[CH:4]=[CH:3][CH:2]=1. The yield is 0.805.